This data is from Reaction yield outcomes from USPTO patents with 853,638 reactions. The task is: Predict the reaction yield, written as a fraction of the theoretical maximum amount of product (1.0 means a 100% yield; for example, 0.34 means a 34% yield). The reactants are [N-:1]=[N+:2]=[N-:3].[Na+].[CH3:5][O:6][C:7]1[CH:12]=[CH:11][C:10]([CH2:13][CH2:14][CH2:15][CH2:16]OS(C2C=CC(C)=CC=2)(=O)=O)=[CH:9][CH:8]=1. The catalyst is CN(C=O)C. The product is [CH3:5][O:6][C:7]1[CH:12]=[CH:11][C:10]([CH2:13][CH2:14][CH2:15][CH2:16][N:1]=[N+:2]=[N-:3])=[CH:9][CH:8]=1. The yield is 0.950.